From a dataset of Forward reaction prediction with 1.9M reactions from USPTO patents (1976-2016). Predict the product of the given reaction. Given the reactants [C:1]([O:5][C:6]([N:8]1[CH2:13][CH2:12][CH2:11][C@@H:10]([NH2:14])[CH2:9]1)=[O:7])([CH3:4])([CH3:3])[CH3:2].[N+:15]([C:18]1[CH:23]=[CH:22][CH:21]=[CH:20][C:19]=1F)([O-:17])=[O:16].C([O-])([O-])=O.[K+].[K+], predict the reaction product. The product is: [C:1]([O:5][C:6]([N:8]1[CH2:13][CH2:12][CH2:11][C@@H:10]([NH:14][C:19]2[CH:20]=[CH:21][CH:22]=[CH:23][C:18]=2[N+:15]([O-:17])=[O:16])[CH2:9]1)=[O:7])([CH3:4])([CH3:2])[CH3:3].